This data is from Full USPTO retrosynthesis dataset with 1.9M reactions from patents (1976-2016). The task is: Predict the reactants needed to synthesize the given product. (1) Given the product [CH3:9][S:8][C:4]1[N:3]=[C:2]([C:22]#[C:21][Si:18]([CH3:20])([CH3:19])[CH3:17])[CH:7]=[CH:6][N:5]=1, predict the reactants needed to synthesize it. The reactants are: I[C:2]1[CH:7]=[CH:6][N:5]=[C:4]([S:8][CH3:9])[N:3]=1.C(N(CC)CC)C.[CH3:17][Si:18]([C:21]#[CH:22])([CH3:20])[CH3:19].CCCCCC. (2) Given the product [CH3:14][Si:15]([C:18]#[C:19][C:2]1[C:7]([CH2:8][CH2:9][NH:10][C:11](=[O:13])[CH3:12])=[CH:6][CH:5]=[CH:4][N:3]=1)([CH3:17])[CH3:16], predict the reactants needed to synthesize it. The reactants are: Br[C:2]1[C:7]([CH2:8][CH2:9][NH:10][C:11](=[O:13])[CH3:12])=[CH:6][CH:5]=[CH:4][N:3]=1.[CH3:14][Si:15]([C:18]#[CH:19])([CH3:17])[CH3:16].C(N(CC)CC)C. (3) Given the product [Cl:16][C:11]1[C:10]([NH:9][CH:2]([CH3:4])[CH3:1])=[CH:15][CH:14]=[CH:13][N:12]=1, predict the reactants needed to synthesize it. The reactants are: [CH3:1][C:2]([CH3:4])=O.C(O)(=O)C.[NH2:9][C:10]1[C:11]([Cl:16])=[N:12][CH:13]=[CH:14][CH:15]=1.N. (4) Given the product [C:2]([C:12]1[CH:13]=[CH:14][C:15]([CH2:16][N:17]([C:30](=[O:36])[CH2:31][CH2:32][CH2:33][CH2:34][CH3:35])[C:18]2[CH:19]=[C:20]([CH:25]=[CH:26][CH:27]=2)[C:21]([O:23][CH3:24])=[O:22])=[CH:28][CH:29]=1)#[C:3][CH2:4][CH2:5][CH2:6][CH2:7][CH2:8][CH2:9][CH2:10][CH3:11], predict the reactants needed to synthesize it. The reactants are: Cl.[C:2]([C:12]1[CH:29]=[CH:28][C:15]([CH2:16][NH:17][C:18]2[CH:19]=[C:20]([CH:25]=[CH:26][CH:27]=2)[C:21]([O:23][CH3:24])=[O:22])=[CH:14][CH:13]=1)#[C:3][CH2:4][CH2:5][CH2:6][CH2:7][CH2:8][CH2:9][CH2:10][CH3:11].[C:30](Cl)(=[O:36])[CH2:31][CH2:32][CH2:33][CH2:34][CH3:35]. (5) Given the product [Br:27][C:24]1[CH:25]=[CH:26][C:21]([C:14]2[C:15](=[O:20])[NH:16][C:17]3[C:13]=2[CH:12]=[C:11]2[C:19](=[C:8]([C:5]4[CH:6]=[CH:7][C:2]([Br:1])=[CH:3][CH:4]=4)[C:9](=[O:28])[NH:10]2)[CH:18]=3)=[CH:22][CH:23]=1, predict the reactants needed to synthesize it. The reactants are: [Br:1][C:2]1[CH:7]=[CH:6][C:5]([CH:8]2[C:19]3[C:11](=[CH:12][C:13]4[CH:14]([C:21]5[CH:26]=[CH:25][C:24]([Br:27])=[CH:23][CH:22]=5)[C:15](=[O:20])[NH:16][C:17]=4[CH:18]=3)[NH:10][C:9]2=[O:28])=[CH:4][CH:3]=1.C1(Cl)C(=O)C(Cl)=C(Cl)C(=O)C=1Cl. (6) Given the product [CH3:9][C:4]1[CH:5]=[C:6]([CH3:8])[CH:7]=[C:2]([CH3:1])[C:3]=1[N:10]1[C:11]2=[N:12][CH:13]=[CH:14][CH:15]=[C:16]2[N:17]=[C:24]1[NH2:25], predict the reactants needed to synthesize it. The reactants are: [CH3:1][C:2]1[CH:7]=[C:6]([CH3:8])[CH:5]=[C:4]([CH3:9])[C:3]=1[NH:10][C:11]1[C:16]([NH2:17])=[CH:15][CH:14]=[CH:13][N:12]=1.C([O-])(O)=O.[Na+].Br[C:24]#[N:25].